This data is from Reaction yield outcomes from USPTO patents with 853,638 reactions. The task is: Predict the reaction yield, written as a fraction of the theoretical maximum amount of product (1.0 means a 100% yield; for example, 0.34 means a 34% yield). (1) The reactants are [CH3:1][O:2][C:3]1[C:4](=[O:24])[C:5](C(O)=O)=[N:6][N:7]([C:9]2[C:19]([F:20])=[CH:18][C:12]3[O:13][C:14]([F:17])([F:16])[O:15][C:11]=3[CH:10]=2)[CH:8]=1.C1C=CC(P([N:39]=[N+]=[N-])(C2C=CC=CC=2)=O)=CC=1.CCN(CC)CC.[OH-].[Na+]. The catalyst is C1(C)C=CC=CC=1. The product is [NH2:39][C:5]1[C:4](=[O:24])[C:3]([O:2][CH3:1])=[CH:8][N:7]([C:9]2[C:19]([F:20])=[CH:18][C:12]3[O:13][C:14]([F:17])([F:16])[O:15][C:11]=3[CH:10]=2)[N:6]=1. The yield is 0.650. (2) The catalyst is CO.[Ni]. The product is [NH2:2][CH2:1][C:3]1[CH:4]=[CH:5][C:6]([N:13]2[CH:17]=[CH:16][N:15]=[CH:14]2)=[C:7]([CH:12]=1)[C:8]([O:10][CH3:11])=[O:9]. The reactants are [C:1]([C:3]1[CH:4]=[CH:5][C:6]([N:13]2[CH:17]=[CH:16][N:15]=[CH:14]2)=[C:7]([CH:12]=1)[C:8]([O:10][CH3:11])=[O:9])#[N:2].N. The yield is 0.630. (3) The reactants are [Cl:1][C:2]1[N:7]=[CH:6][C:5]2[C@:8]3([C@H:36]([CH2:37][C:38]([CH3:41])([CH3:40])[CH3:39])[N:18]4[C@H:19]([CH2:34][OH:35])[N:20]([C:23]5[CH:31]=[CH:30][C:26]([C:27]([NH2:29])=[O:28])=[CH:25][C:24]=5[O:32][CH3:33])[C:21](=[O:22])[C@H:17]4[C@@H:16]3[C:42]3[CH:47]=[CH:46][CH:45]=[C:44]([Cl:48])[C:43]=3[F:49])[C:9](=[O:15])[N:10](C(O)CO)[C:4]=2[CH:3]=1.CCO.[OH-].[Na+]. The catalyst is CCOC(C)=O. The product is [Cl:1][C:2]1[N:7]=[CH:6][C:5]2[C@:8]3([C@H:36]([CH2:37][C:38]([CH3:41])([CH3:40])[CH3:39])[N:18]4[C@H:19]([CH2:34][OH:35])[N:20]([C:23]5[CH:31]=[CH:30][C:26]([C:27]([NH2:29])=[O:28])=[CH:25][C:24]=5[O:32][CH3:33])[C:21](=[O:22])[C@H:17]4[C@@H:16]3[C:42]3[CH:47]=[CH:46][CH:45]=[C:44]([Cl:48])[C:43]=3[F:49])[C:9](=[O:15])[NH:10][C:4]=2[CH:3]=1. The yield is 0.186. (4) The reactants are Cl[C:2]1[C:3]2[C:10]([I:11])=[CH:9][N:8]([C:12]3[CH:17]=[CH:16][CH:15]=[C:14]([N+:18]([O-:20])=[O:19])[CH:13]=3)[C:4]=2[N:5]=[CH:6][N:7]=1.[NH3:21].O. The catalyst is O1CCOCC1. The product is [I:11][C:10]1[C:3]2[C:2]([NH2:21])=[N:7][CH:6]=[N:5][C:4]=2[N:8]([C:12]2[CH:17]=[CH:16][CH:15]=[C:14]([N+:18]([O-:20])=[O:19])[CH:13]=2)[CH:9]=1. The yield is 1.00. (5) The reactants are Cl[C:2]1[N:7]=[C:6]([NH:8][C:9]2[CH:10]=[C:11]([CH2:15][OH:16])[CH:12]=[CH:13][CH:14]=2)[C:5]([Cl:17])=[CH:4][N:3]=1.[NH2:18][C:19]1[CH:20]=[C:21]([OH:25])[CH:22]=[CH:23][CH:24]=1. No catalyst specified. The product is [Cl:17][C:5]1[C:6]([NH:8][C:9]2[CH:14]=[CH:13][CH:12]=[C:11]([CH2:15][OH:16])[CH:10]=2)=[N:7][C:2]([NH:18][C:19]2[CH:20]=[C:21]([OH:25])[CH:22]=[CH:23][CH:24]=2)=[N:3][CH:4]=1. The yield is 0.850. (6) The reactants are [CH2:1]([N:5]1[CH:10]=[CH:9][C:8]([CH3:12])([CH3:11])[CH2:7][CH2:6]1)[CH:2]([CH3:4])[CH3:3].C(N(CC)CC)C.[Br:20][C:21]1[CH:29]=[CH:28][C:24]([C:25](Cl)=[O:26])=[CH:23][CH:22]=1. The catalyst is C(Cl)Cl. The product is [Br:20][C:21]1[CH:29]=[CH:28][C:24]([C:25]([C:9]2[C:8]([CH3:12])([CH3:11])[CH2:7][CH2:6][N:5]([CH2:1][CH:2]([CH3:4])[CH3:3])[CH:10]=2)=[O:26])=[CH:23][CH:22]=1. The yield is 0.390. (7) The reactants are [N+:1]([C:4]1[CH:9]=[CH:8][C:7]([SH:10])=[CH:6][CH:5]=1)([O-:3])=[O:2].[Br:11][C:12]1[CH:19]=[C:18](F)[CH:17]=[CH:16][C:13]=1[CH:14]=[O:15].C([O-])([O-])=O.[K+].[K+]. The catalyst is CN(C=O)C. The product is [Br:11][C:12]1[CH:19]=[C:18]([S:10][C:7]2[CH:8]=[CH:9][C:4]([N+:1]([O-:3])=[O:2])=[CH:5][CH:6]=2)[CH:17]=[CH:16][C:13]=1[CH:14]=[O:15]. The yield is 0.712. (8) The yield is 0.0710. The product is [C:34]([C@@H:33]([NH:32][C:3](=[O:5])[CH:2]([OH:1])[C:6]1[CH:7]=[CH:8][C:9]([C:12]2[N:16]=[C:15]([C:17]3[O:21][N:20]=[C:19]([C:22]4[CH:23]=[CH:24][CH:25]=[CH:26][CH:27]=4)[C:18]=3[C:28]([F:29])([F:30])[F:31])[O:14][N:13]=2)=[CH:10][CH:11]=1)[CH:36]([CH3:38])[CH3:37])#[N:35]. The reactants are [OH:1][CH:2]([C:6]1[CH:11]=[CH:10][C:9]([C:12]2[N:16]=[C:15]([C:17]3[O:21][N:20]=[C:19]([C:22]4[CH:27]=[CH:26][CH:25]=[CH:24][CH:23]=4)[C:18]=3[C:28]([F:31])([F:30])[F:29])[O:14][N:13]=2)=[CH:8][CH:7]=1)[C:3]([OH:5])=O.[NH2:32][C@@H:33]([CH:36]([CH3:38])[CH3:37])[C:34]#[N:35].C(O)=O.CN1CCOCC1.CN(C(ON1N=NC2C=CC=NC1=2)=[N+](C)C)C.F[P-](F)(F)(F)(F)F. The catalyst is CN(C=O)C. (9) The reactants are [C:1]([O:5][C:6](=[O:20])[N:7]([CH2:12][C:13](=[O:19])[NH:14][CH2:15][CH2:16][CH:17]=[CH2:18])[C@H:8]([CH3:11])[CH2:9]O)([CH3:4])([CH3:3])[CH3:2].C1(P(C2C=CC=CC=2)C2C=CC=CC=2)C=CC=CC=1.N(C(OC(C)C)=O)=NC(OC(C)C)=O. The catalyst is O1CCCC1. The product is [C:1]([O:5][C:6]([N:7]1[CH2:12][C:13](=[O:19])[N:14]([CH2:15][CH2:16][CH:17]=[CH2:18])[CH2:9][C@H:8]1[CH3:11])=[O:20])([CH3:4])([CH3:3])[CH3:2]. The yield is 0.630.